Dataset: Reaction yield outcomes from USPTO patents with 853,638 reactions. Task: Predict the reaction yield, written as a fraction of the theoretical maximum amount of product (1.0 means a 100% yield; for example, 0.34 means a 34% yield). (1) The yield is 0.430. The catalyst is CN(C)C=O. The reactants are [CH3:1][C:2]1([CH3:22])[C:11]2[N:10]=[C:9]([N:12]3[CH2:17][CH2:16][CH:15]([CH3:18])[CH2:14][CH2:13]3)[C:8]([C:19]([OH:21])=O)=[CH:7][C:6]=2[CH2:5][CH2:4][CH2:3]1.CN(C(ON1N=NC2C=CC=NC1=2)=[N+](C)C)C.F[P-](F)(F)(F)(F)F.C(=O)([O-])[O-].[Na+].[Na+].[Cl:53][C:54]1[C:55]([S:60]([NH2:63])(=[O:62])=[O:61])=[N:56][CH:57]=[CH:58][N:59]=1. The product is [Cl:53][C:54]1[C:55]([S:60]([NH:63][C:19]([C:8]2[C:9]([N:12]3[CH2:13][CH2:14][CH:15]([CH3:18])[CH2:16][CH2:17]3)=[N:10][C:11]3[C:2]([CH3:1])([CH3:22])[CH2:3][CH2:4][CH2:5][C:6]=3[CH:7]=2)=[O:21])(=[O:61])=[O:62])=[N:56][CH:57]=[CH:58][N:59]=1. (2) The reactants are [CH3:1]CN(C(C)C)C(C)C.[Li]CCCC.CN(P(N(C)C)(N(C)C)=O)C.[O:26]1[CH2:31][CH2:30][CH:29]=[C:28]([C:32]([O:34][CH2:35][C:36]2[CH:41]=[CH:40][CH:39]=[CH:38][CH:37]=2)=[O:33])[CH2:27]1.N[C@H](C(O)=O)CCSC. The catalyst is C1COCC1.CCOC(C)=O. The product is [CH3:1][C:28]1([C:32]([O:34][CH2:35][C:36]2[CH:41]=[CH:40][CH:39]=[CH:38][CH:37]=2)=[O:33])[CH:29]=[CH:30][CH2:31][O:26][CH2:27]1. The yield is 0.600. (3) The reactants are Cl[C:2]1[O:3][C:4]([N:9]2[CH2:14][CH2:13][O:12][CH2:11][CH2:10]2)=[CH:5][C:6](=[O:8])[CH:7]=1.[CH3:15][O:16][C:17]([C:19]1[CH:24]=[CH:23][C:22](B(O)O)=[CH:21][CH:20]=1)=[O:18].C(=O)([O-])[O-].[K+].[K+].N#N. The catalyst is O1CCOCC1.C1C=CC([P]([Pd]([P](C2C=CC=CC=2)(C2C=CC=CC=2)C2C=CC=CC=2)([P](C2C=CC=CC=2)(C2C=CC=CC=2)C2C=CC=CC=2)[P](C2C=CC=CC=2)(C2C=CC=CC=2)C2C=CC=CC=2)(C2C=CC=CC=2)C2C=CC=CC=2)=CC=1. The product is [CH3:15][O:16][C:17](=[O:18])[C:19]1[CH:24]=[CH:23][C:22]([C:2]2[O:3][C:4]([N:9]3[CH2:14][CH2:13][O:12][CH2:11][CH2:10]3)=[CH:5][C:6](=[O:8])[CH:7]=2)=[CH:21][CH:20]=1. The yield is 0.630. (4) The reactants are [CH3:1][C@H:2]1[N:7]([C:8]2[CH:9]=[N:10][C:11]([N+:14]([O-])=O)=[CH:12][CH:13]=2)[CH2:6][CH2:5][N:4]([C:17]([O:19][C:20]([CH3:23])([CH3:22])[CH3:21])=[O:18])[CH2:3]1. The catalyst is [Pd].CO. The product is [NH2:14][C:11]1[N:10]=[CH:9][C:8]([N:7]2[CH2:6][CH2:5][N:4]([C:17]([O:19][C:20]([CH3:23])([CH3:22])[CH3:21])=[O:18])[CH2:3][C@H:2]2[CH3:1])=[CH:13][CH:12]=1. The yield is 0.810. (5) The reactants are [NH:1]1[CH2:5][CH2:4][NH:3][C:2]1=[O:6].[H-].[Na+].Br[CH2:10][CH2:11][CH2:12][O:13][Si:14]([C:17]([CH3:20])([CH3:19])[CH3:18])([CH3:16])[CH3:15]. The catalyst is CN(C=O)C.C(Cl)Cl. The product is [Si:14]([O:13][CH2:12][CH2:11][CH2:10][N:1]1[CH2:5][CH2:4][NH:3][C:2]1=[O:6])([C:17]([CH3:18])([CH3:19])[CH3:20])([CH3:16])[CH3:15]. The yield is 0.450. (6) The reactants are [CH3:1][O:2][C:3]1[N:8]=[CH:7][C:6]([NH:9][C:10]2[C:17]([C:18]3[N:26]=[C:25]([CH3:27])[N:24]=[C:23]4[C:19]=3[N:20]=[CH:21][N:22]4C3CCCCO3)=[CH:16][C:13]([CH:14]=O)=[CH:12][N:11]=2)=[CH:5][CH:4]=1.[NH2:34][CH2:35][C:36]1[CH:41]=[CH:40][CH:39]=[CH:38][N:37]=1.[BH4-].[Na+].Cl.C(O)(C(F)(F)F)=O. The catalyst is C(Cl)Cl.CCO.CO.C(O[Ti](OC(C)C)(OC(C)C)OC(C)C)(C)C. The product is [CH3:1][O:2][C:3]1[N:8]=[CH:7][C:6]([NH:9][C:10]2[C:17]([C:18]3[N:26]=[C:25]([CH3:27])[N:24]=[C:23]4[C:19]=3[N:20]=[CH:21][NH:22]4)=[CH:16][C:13]([CH2:14][NH:34][CH2:35][C:36]3[CH:41]=[CH:40][CH:39]=[CH:38][N:37]=3)=[CH:12][N:11]=2)=[CH:5][CH:4]=1. The yield is 0.550. (7) The reactants are Br[C:2]1[CH:3]=[C:4]2[C:9](=[CH:10][C:11]=1[F:12])[N:8]=[CH:7][CH:6]=[CH:5]2.C(=O)([O-])[O-].[Na+].[Na+].C[C:20]([N:22](C)C)=O. The catalyst is [Fe-4](C#N)(C#N)(C#N)(C#N)(C#N)C#N.[K+].[K+].[K+].[K+].C([O-])(=O)C.[Pd+2].C([O-])(=O)C. The product is [F:12][C:11]1[CH:10]=[C:9]2[C:4]([CH:5]=[CH:6][CH:7]=[N:8]2)=[CH:3][C:2]=1[C:20]#[N:22]. The yield is 0.860. (8) The reactants are [CH3:1][C:2]1[N:3]([S:9]([C:12]2[CH:13]=[N:14][CH:15]=[CH:16][CH:17]=2)(=[O:11])=[O:10])[CH:4]=[CH:5][C:6]=1[CH:7]=[O:8].[Br:18]N1C(=O)CCC1=O.O. The catalyst is CN(C)C=O. The product is [Br:18][C:4]1[N:3]([S:9]([C:12]2[CH:13]=[N:14][CH:15]=[CH:16][CH:17]=2)(=[O:10])=[O:11])[C:2]([CH3:1])=[C:6]([CH:7]=[O:8])[CH:5]=1. The yield is 0.530. (9) The reactants are [C:1]([O:5][C:6](=[O:9])[CH:7]=[CH2:8])([CH3:4])([CH3:3])[CH3:2].[C:10]1(=[O:16])[O:15][C:13](=[O:14])[CH:12]=[CH:11]1.[F:17][C:18]([F:57])([S:41]([O:44][N:45]1[C:54](=[O:55])[C:53]2[CH:52]3[CH2:56][CH:49]([CH2:50][CH2:51]3)[C:48]=2[C:46]1=[O:47])(=[O:43])=[O:42])[C:19]([F:40])([F:39])[C:20]([F:38])([F:37])[C:21]([F:36])([F:35])[C:22]([F:34])([F:33])[C:23]([F:32])([F:31])[C:24]([F:30])([F:29])[C:25]([F:28])([F:27])[F:26].CC(N=NC(C#N)(C)C)(C#N)C. The catalyst is CC(C)=O. The product is [CH3:10][CH:11]=[C:7]([CH3:8])[C:6]([OH:5])=[O:9].[C:1]([O:5][C:6](=[O:9])[CH:7]=[CH2:8])([CH3:4])([CH3:3])[CH3:2].[C:13]1(=[O:14])[O:15][C:10](=[O:16])[CH:11]=[CH:12]1.[F:57][C:18]([F:17])([S:41]([O:44][N:45]1[C:46](=[O:47])[C:48]2[CH:49]3[CH2:56][CH:52]([CH2:51][CH2:50]3)[C:53]=2[C:54]1=[O:55])(=[O:42])=[O:43])[C:19]([F:39])([F:40])[C:20]([F:37])([F:38])[C:21]([F:35])([F:36])[C:22]([F:34])([F:33])[C:23]([F:32])([F:31])[C:24]([F:30])([F:29])[C:25]([F:28])([F:27])[F:26]. The yield is 0.780. (10) The reactants are C([N:8](CC1C=CC=CC=1)[C@H:9]1[CH2:18][C:17]2[C:12](=[CH:13][CH:14]=[CH:15][C:16]=2[B:19]2[O:23][C:22]([CH3:25])([CH3:24])[C:21]([CH3:27])([CH3:26])[O:20]2)[O:11][CH2:10]1)C1C=CC=CC=1. The catalyst is [Pd]. The yield is 0.670. The product is [CH3:24][C:22]1([CH3:25])[C:21]([CH3:26])([CH3:27])[O:20][B:19]([C:16]2[CH:15]=[CH:14][CH:13]=[C:12]3[C:17]=2[CH2:18][C@H:9]([NH2:8])[CH2:10][O:11]3)[O:23]1.